This data is from Full USPTO retrosynthesis dataset with 1.9M reactions from patents (1976-2016). The task is: Predict the reactants needed to synthesize the given product. Given the product [F:15][C:16]1[C:24]([F:25])=[CH:23][C:22]([N+:26]([O-:28])=[O:27])=[CH:21][C:17]=1[C:18]([O:11][CH3:10])=[O:19], predict the reactants needed to synthesize it. The reactants are: C(Cl)(=O)C(Cl)=O.CN([CH:10]=[O:11])C.C(Cl)Cl.[F:15][C:16]1[C:24]([F:25])=[CH:23][C:22]([N+:26]([O-:28])=[O:27])=[CH:21][C:17]=1[C:18](O)=[O:19].